The task is: Predict the product of the given reaction.. This data is from Forward reaction prediction with 1.9M reactions from USPTO patents (1976-2016). Given the reactants FC(F)(F)C1C=CC(CBr)=CC=1.Br[CH2:14][C:15]1[N:16]=[CH:17][O:18][C:19]=1[C:20]1[CH:25]=[CH:24][CH:23]=[CH:22][CH:21]=1.[CH3:26][C:27]1[N:28]=[C:29]([N:37]2[CH2:41][CH2:40][NH:39][C:38]2=[O:42])[S:30][C:31]=1[C:32]([O:34][CH2:35][CH3:36])=[O:33], predict the reaction product. The product is: [CH3:26][C:27]1[N:28]=[C:29]([N:37]2[CH2:41][CH2:40][N:39]([CH2:14][C:15]3[N:16]=[CH:17][O:18][C:19]=3[C:20]3[CH:25]=[CH:24][CH:23]=[CH:22][CH:21]=3)[C:38]2=[O:42])[S:30][C:31]=1[C:32]([O:34][CH2:35][CH3:36])=[O:33].